The task is: Predict which catalyst facilitates the given reaction.. This data is from Catalyst prediction with 721,799 reactions and 888 catalyst types from USPTO. (1) Reactant: [F:1][CH:2]([F:11])[C:3]([C:5]1[CH:10]=[CH:9][CH:8]=[CH:7][CH:6]=1)=[O:4].Br[C:13]1[CH:18]=[CH:17][CH:16]=[CH:15][CH:14]=1. Product: [F:1][C:2]([F:11])([C:13]1[CH:18]=[CH:17][CH:16]=[CH:15][CH:14]=1)[C:3]([C:5]1[CH:6]=[CH:7][CH:8]=[CH:9][CH:10]=1)=[O:4]. The catalyst class is: 159. (2) Reactant: [NH:1]1[CH:5]=[CH:4][C:3]([NH2:6])=[N:2]1.[H-].[Na+].[CH3:9][Si:10]([CH3:17])([CH3:16])[CH2:11][CH2:12][O:13][CH2:14]Cl.[Cl-].[NH4+]. Product: [CH3:9][Si:10]([CH3:17])([CH3:16])[CH2:11][CH2:12][O:13][CH2:14][N:1]1[CH:5]=[CH:4][C:3]([NH2:6])=[N:2]1. The catalyst class is: 9. (3) Reactant: [OH:1][C:2]1[C:9]([C:10]([F:13])([F:12])[F:11])=[CH:8][C:5]([CH:6]=O)=[CH:4][C:3]=1[N+:14]([O-:16])=[O:15].[C:17]1([C:23](=O)[CH2:24][C:25]2[CH:30]=[CH:29][CH:28]=[CH:27][CH:26]=2)[CH:22]=[CH:21][CH:20]=[CH:19][CH:18]=1.[NH2:32][C:33]([NH2:35])=[O:34].Cl. Product: [OH:1][C:2]1[C:9]([C:10]([F:13])([F:12])[F:11])=[CH:8][C:5]([CH:6]2[C:24]([C:25]3[CH:30]=[CH:29][CH:28]=[CH:27][CH:26]=3)=[C:23]([C:17]3[CH:22]=[CH:21][CH:20]=[CH:19][CH:18]=3)[NH:35][C:33](=[O:34])[NH:32]2)=[CH:4][C:3]=1[N+:14]([O-:16])=[O:15]. The catalyst class is: 8. (4) Reactant: [OH:1][CH2:2][CH2:3][N:4]1[CH2:9][CH2:8][NH:7][CH2:6][CH2:5]1.[CH2:10]=[C:11]1[O:15][C:13](=[O:14])[CH2:12]1. Product: [OH:1][CH2:2][CH2:3][N:4]1[CH2:9][CH2:8][N:7]([C:13](=[O:14])[CH2:12][C:11](=[O:15])[CH3:10])[CH2:6][CH2:5]1. The catalyst class is: 7.